From a dataset of Full USPTO retrosynthesis dataset with 1.9M reactions from patents (1976-2016). Predict the reactants needed to synthesize the given product. (1) Given the product [NH2:23][C:24]1[N:29]=[CH:28][N:27]=[C:26]2[N:30]([CH:34]3[CH2:35][CH2:36][C:37](=[O:40])[CH2:38][CH2:39]3)[N:31]=[C:32]([C:9]3[CH:10]=[CH:11][C:12]([O:15][C:16]4[CH:17]=[CH:18][CH:19]=[CH:20][CH:21]=4)=[CH:13][CH:14]=3)[C:25]=12, predict the reactants needed to synthesize it. The reactants are: CC1(C)C(C)(C)OB([C:9]2[CH:14]=[CH:13][C:12]([O:15][C:16]3[CH:21]=[CH:20][CH:19]=[CH:18][CH:17]=3)=[CH:11][CH:10]=2)O1.[NH2:23][C:24]1[N:29]=[CH:28][N:27]=[C:26]2[N:30]([CH:34]3[CH2:39][CH2:38][C:37](=[O:40])[CH2:36][CH2:35]3)[N:31]=[C:32](I)[C:25]=12.C(=O)([O-])[O-].[Na+].[Na+]. (2) Given the product [Si:13]([O:30][C@H:31]1[CH2:36][C@H:35]2[CH2:37][C@@H:32]1[CH2:33][C@@H:34]2[N:43]1[C:39](=[O:49])[C:40]2[C:41](=[CH:45][CH:46]=[CH:47][CH:48]=2)[C:42]1=[O:44])([C:26]([CH3:29])([CH3:27])[CH3:28])([C:20]1[CH:25]=[CH:24][CH:23]=[CH:22][CH:21]=1)[C:14]1[CH:15]=[CH:16][CH:17]=[CH:18][CH:19]=1, predict the reactants needed to synthesize it. The reactants are: N(C(OCC)=O)=NC(OCC)=O.[Si:13]([O:30][C@H:31]1[CH2:36][C@H:35]2[CH2:37][C@@H:32]1[CH2:33][C@H:34]2O)([C:26]([CH3:29])([CH3:28])[CH3:27])([C:20]1[CH:25]=[CH:24][CH:23]=[CH:22][CH:21]=1)[C:14]1[CH:19]=[CH:18][CH:17]=[CH:16][CH:15]=1.[C:39]1(=[O:49])[NH:43][C:42](=[O:44])[C:41]2=[CH:45][CH:46]=[CH:47][CH:48]=[C:40]12.C1(P(C2C=CC=CC=2)C2C=CC=CC=2)C=CC=CC=1. (3) Given the product [OH:11][C:8]1[CH:9]=[CH:10][C:5]([C@@H:3]([NH:2][C:23](=[O:24])[O:25][CH2:26][C:27]2[CH:32]=[CH:31][CH:30]=[CH:29][CH:28]=2)[CH3:4])=[CH:6][CH:7]=1, predict the reactants needed to synthesize it. The reactants are: Br.[NH2:2][CH:3]([C:5]1[CH:10]=[CH:9][C:8]([OH:11])=[CH:7][CH:6]=1)[CH3:4].C1COCC1.C([O-])(O)=O.[Na+].Cl[C:23]([O:25][CH2:26][C:27]1[CH:32]=[CH:31][CH:30]=[CH:29][CH:28]=1)=[O:24]. (4) Given the product [CH2:12]([O:10][C:7]1[CH:8]=[CH:9][C:4]([N+:1]([O-:3])=[O:2])=[CH:5][CH:6]=1)[CH:13]([CH3:15])[CH3:14], predict the reactants needed to synthesize it. The reactants are: [N+:1]([C:4]1[CH:9]=[CH:8][C:7]([OH:10])=[CH:6][CH:5]=1)([O-:3])=[O:2].I[CH2:12][CH:13]([CH3:15])[CH3:14].C(=O)([O-])[O-].[Cs+].[Cs+].O.